Dataset: Reaction yield outcomes from USPTO patents with 853,638 reactions. Task: Predict the reaction yield, written as a fraction of the theoretical maximum amount of product (1.0 means a 100% yield; for example, 0.34 means a 34% yield). (1) The reactants are [F:1][C:2]([F:23])([C:17]1[CH:22]=[CH:21][CH:20]=[CH:19][CH:18]=1)[CH2:3][NH:4][C:5]1[C:6]([F:16])=[C:7]([CH2:12][C:13]([OH:15])=O)[C:8]([Cl:11])=[CH:9][CH:10]=1.F[P-](F)(F)(F)(F)F.N1(O[P+](N(C)C)(N(C)C)N(C)C)C2C=CC=CC=2N=N1.CCN(C(C)C)C(C)C.[NH2:60][CH2:61][C:62]1[C:63]([CH3:77])=[CH:64][C:65]([NH:69][C:70]([O:72][C:73]([CH3:76])([CH3:75])[CH3:74])=[O:71])=[N:66][C:67]=1[CH3:68]. The catalyst is CN(C=O)C. The product is [F:23][C:2]([F:1])([C:17]1[CH:22]=[CH:21][CH:20]=[CH:19][CH:18]=1)[CH2:3][NH:4][C:5]1[C:6]([F:16])=[C:7]([CH2:12][C:13]([NH:60][CH2:61][C:62]2[C:67]([CH3:68])=[N:66][C:65]([NH:69][C:70]([O:72][C:73]([CH3:75])([CH3:74])[CH3:76])=[O:71])=[CH:64][C:63]=2[CH3:77])=[O:15])[C:8]([Cl:11])=[CH:9][CH:10]=1. The yield is 0.440. (2) The reactants are [CH2:1]([O:8][C:9]1[CH:14]=[C:13]([O:15][CH2:16][C:17]2[CH:22]=[CH:21][CH:20]=[CH:19][CH:18]=2)[C:12]([CH:23]([CH3:25])[CH3:24])=[CH:11][C:10]=1[C:26]1[O:30][N:29]=[C:28]([C:31]([NH:33][CH2:34][CH3:35])=[O:32])[C:27]=1[C:36](=[N:38][OH:39])[NH2:37])[C:2]1[CH:7]=[CH:6][CH:5]=[CH:4][CH:3]=1.[C:40](Cl)(=O)[CH:41]([CH3:43])[CH3:42]. No catalyst specified. The product is [CH2:1]([O:8][C:9]1[CH:14]=[C:13]([O:15][CH2:16][C:17]2[CH:22]=[CH:21][CH:20]=[CH:19][CH:18]=2)[C:12]([CH:23]([CH3:25])[CH3:24])=[CH:11][C:10]=1[C:26]1[O:30][N:29]=[C:28]([C:31]([NH:33][CH2:34][CH3:35])=[O:32])[C:27]=1[C:36]1[N:37]=[C:40]([CH:41]([CH3:43])[CH3:42])[O:39][N:38]=1)[C:2]1[CH:7]=[CH:6][CH:5]=[CH:4][CH:3]=1. The yield is 0.780. (3) The reactants are [CH:1]1([S:4]([C:7]2[CH:12]=[CH:11][C:10]([CH:13]([C:21]3[NH:25][C:24]([C:26]4[S:30][C:29]([CH:31]=[O:32])=[N:28][N:27]=4)=[CH:23][CH:22]=3)[CH2:14][CH:15]3[CH2:20][CH2:19][O:18][CH2:17][CH2:16]3)=[CH:9][CH:8]=2)(=[O:6])=[O:5])[CH2:3][CH2:2]1.[CH3:33][Mg]Br.[Cl-].[NH4+]. The catalyst is O1CCCC1. The product is [CH:1]1([S:4]([C:7]2[CH:12]=[CH:11][C:10]([CH:13]([C:21]3[NH:25][C:24]([C:26]4[S:30][C:29]([CH:31]([OH:32])[CH3:33])=[N:28][N:27]=4)=[CH:23][CH:22]=3)[CH2:14][CH:15]3[CH2:16][CH2:17][O:18][CH2:19][CH2:20]3)=[CH:9][CH:8]=2)(=[O:5])=[O:6])[CH2:3][CH2:2]1. The yield is 0.420. (4) The reactants are [C:1](Cl)(=[O:5])[C:2](Cl)=[O:3].CN(C=O)C.[C:12]1([CH3:18])[CH:17]=[CH:16][CH:15]=[CH:14][CH:13]=1. The catalyst is C1COCC1. The product is [O:3]=[C:2]([CH2:18][C:12]1[CH:17]=[CH:16][CH:15]=[CH:14][CH:13]=1)[CH:1]=[O:5]. The yield is 0.800. (5) The reactants are [Cl:1][C:2]1[C:3]([C:33]2[C:41]3[C:36](=[CH:37][CH:38]=[CH:39][CH:40]=3)[NH:35][CH:34]=2)=[N:4][C:5]([NH:8][CH:9]2[CH2:14][CH2:13][CH2:12][C:11]([NH:16][C:17]([C:19]3[CH:24]=[CH:23][C:22]([NH:25]C(=O)OC(C)(C)C)=[CH:21][CH:20]=3)=[O:18])([CH3:15])[CH2:10]2)=[N:6][CH:7]=1.Cl.O1CCOCC1. The catalyst is C(Cl)Cl.CC1OCCC1.C([O-])(O)=O.[Na+]. The product is [NH2:25][C:22]1[CH:23]=[CH:24][C:19]([C:17]([NH:16][C:11]2([CH3:15])[CH2:12][CH2:13][CH2:14][CH:9]([NH:8][C:5]3[N:4]=[C:3]([C:33]4[C:41]5[C:36](=[CH:37][CH:38]=[CH:39][CH:40]=5)[NH:35][CH:34]=4)[C:2]([Cl:1])=[CH:7][N:6]=3)[CH2:10]2)=[O:18])=[CH:20][CH:21]=1. The yield is 1.00. (6) The reactants are [H-].[Na+].[OH:3][CH:4]1[CH2:9][CH2:8][N:7]([C:10]([O:12][C:13]([CH3:16])([CH3:15])[CH3:14])=[O:11])[CH2:6][CH2:5]1.Br[CH2:18][C:19]([O:21][CH3:22])=[O:20]. The catalyst is C1COCC1. The product is [CH3:22][O:21][C:19](=[O:20])[CH2:18][O:3][CH:4]1[CH2:5][CH2:6][N:7]([C:10]([O:12][C:13]([CH3:16])([CH3:15])[CH3:14])=[O:11])[CH2:8][CH2:9]1. The yield is 0.440. (7) The reactants are CS(O)(=O)=O.[NH2:6][C:7]1[CH:16]=[C:15]2[C:10]([CH:11]=[C:12]([C:20]3[C:21]([Cl:37])=[CH:22][C:23]([F:36])=[C:24]([NH:26][C:27]([NH:29][C:30]4[CH:35]=[CH:34][CH:33]=[CH:32][CH:31]=4)=[O:28])[CH:25]=3)[C:13](=[O:19])[N:14]2[CH2:17][CH3:18])=[CH:9][N:8]=1.N1C=CC=CC=1.[CH3:44][O:45][CH2:46][C:47](Cl)=[O:48].CCOC(C)=O. The catalyst is C1COCC1.O. The product is [Cl:37][C:21]1[CH:22]=[C:23]([F:36])[C:24]([NH:26][C:27]([NH:29][C:30]2[CH:31]=[CH:32][CH:33]=[CH:34][CH:35]=2)=[O:28])=[CH:25][C:20]=1[C:12]1[C:13](=[O:19])[N:14]([CH2:17][CH3:18])[C:15]2[C:10]([CH:11]=1)=[CH:9][N:8]=[C:7]([NH:6][C:47](=[O:48])[CH2:46][O:45][CH3:44])[CH:16]=2. The yield is 0.720. (8) The reactants are [N:1]1[NH:2][C:3](=[O:16])[CH2:4][CH:5]2[CH2:11][CH2:10][CH2:9][C:8]3[CH:12]=[CH:13][CH:14]=[CH:15][C:7]=3[C:6]=12. The catalyst is C(#N)C.[Cu](Cl)Cl. The product is [O:16]=[C:3]1[NH:2][N:1]=[C:6]2[C:7]3[CH:15]=[CH:14][CH:13]=[CH:12][C:8]=3[CH2:9][CH2:10][CH2:11][C:5]2=[CH:4]1. The yield is 0.900. (9) The reactants are [Cl:1][C:2]1[S:6][C:5]([NH:7][C:8](=[O:41])[N:9]([CH2:25][CH2:26][NH:27][C@@H:28]2[CH2:33][CH2:32][CH2:31][N:30](C(OC(C)(C)C)=O)[CH2:29]2)[CH2:10][CH2:11][CH:12]([C:19]2[CH:24]=[CH:23][CH:22]=[CH:21][CH:20]=2)[C:13]2[CH:18]=[CH:17][CH:16]=[CH:15][CH:14]=2)=[N:4][C:3]=1[C:42]1[CH:47]=[CH:46][C:45]([NH:48][S:49]([CH3:52])(=[O:51])=[O:50])=[CH:44][CH:43]=1.FC(F)(F)C(O)=O. The catalyst is ClCCl. The product is [Cl:1][C:2]1[S:6][C:5]([NH:7][C:8](=[O:41])[N:9]([CH2:10][CH2:11][CH:12]([C:13]2[CH:18]=[CH:17][CH:16]=[CH:15][CH:14]=2)[C:19]2[CH:24]=[CH:23][CH:22]=[CH:21][CH:20]=2)[CH2:25][CH2:26][NH:27][C@@H:28]2[CH2:33][CH2:32][CH2:31][NH:30][CH2:29]2)=[N:4][C:3]=1[C:42]1[CH:47]=[CH:46][C:45]([NH:48][S:49]([CH3:52])(=[O:50])=[O:51])=[CH:44][CH:43]=1. The yield is 0.950. (10) The reactants are [CH:1]([O:4][C:5]([N:7]1[C:16]2[C:11](=[N:12][C:13]([O:17][CH3:18])=[CH:14][CH:15]=2)[C@H:10]([NH:19][CH2:20][C:21]2[CH:26]=[C:25]([C:27]([F:30])([F:29])[F:28])[CH:24]=[C:23]([C:31]([F:34])([F:33])[F:32])[CH:22]=2)[CH2:9][C@@H:8]1[CH3:35])=[O:6])([CH3:3])[CH3:2].N1C=CC=CC=1.[C:42](OC(=O)C)(=[O:44])[CH3:43]. The catalyst is ClCCl. The product is [CH:1]([O:4][C:5]([N:7]1[C:16]2[C:11](=[N:12][C:13]([O:17][CH3:18])=[CH:14][CH:15]=2)[C@H:10]([N:19]([C:42](=[O:44])[CH3:43])[CH2:20][C:21]2[CH:26]=[C:25]([C:27]([F:28])([F:29])[F:30])[CH:24]=[C:23]([C:31]([F:34])([F:33])[F:32])[CH:22]=2)[CH2:9][C@@H:8]1[CH3:35])=[O:6])([CH3:3])[CH3:2]. The yield is 0.880.